This data is from Forward reaction prediction with 1.9M reactions from USPTO patents (1976-2016). The task is: Predict the product of the given reaction. The product is: [NH2:8][C:5]1[CH:6]=[CH:7][C:2]([CH3:1])=[C:3]([C:11]2[CH:16]=[N:15][CH:14]=[N:13][CH:12]=2)[CH:4]=1. Given the reactants [CH3:1][C:2]1[CH:7]=[CH:6][C:5]([N+:8]([O-])=O)=[CH:4][C:3]=1[C:11]1[CH:12]=[N:13][CH:14]=[N:15][CH:16]=1, predict the reaction product.